This data is from Forward reaction prediction with 1.9M reactions from USPTO patents (1976-2016). The task is: Predict the product of the given reaction. Given the reactants [NH2:1][C:2]1[C:3]([C:13]([OH:15])=O)=[N:4][C:5]([Br:12])=[C:6]([C:8]([F:11])([F:10])[F:9])[CH:7]=1.Cl.[NH2:17][CH2:18][C:19]([CH3:25])([OH:24])[C:20]([F:23])([F:22])[F:21].CN(C(ON1N=NC2C=CC=NC1=2)=[N+](C)C)C.F[P-](F)(F)(F)(F)F.CN1CCOCC1, predict the reaction product. The product is: [F:21][C:20]([F:23])([F:22])[C:19]([OH:24])([CH3:25])[CH2:18][NH:17][C:13]([C:3]1[C:2]([NH2:1])=[CH:7][C:6]([C:8]([F:9])([F:10])[F:11])=[C:5]([Br:12])[N:4]=1)=[O:15].